From a dataset of Forward reaction prediction with 1.9M reactions from USPTO patents (1976-2016). Predict the product of the given reaction. (1) Given the reactants Cl.[Br:2][C:3]1[CH:8]=[CH:7][C:6]2[C:9]3([CH2:15][O:16][C:5]=2[CH:4]=1)[CH2:14][CH2:13][NH:12][CH2:11][CH2:10]3.C(=O)([O-])[O-].[K+].[K+].[I-].[K+].[C:25]([O:29][C:30](=[O:35])[CH2:31][CH2:32][CH2:33]Br)([CH3:28])([CH3:27])[CH3:26], predict the reaction product. The product is: [Br:2][C:3]1[CH:8]=[CH:7][C:6]2[C:9]3([CH2:15][O:16][C:5]=2[CH:4]=1)[CH2:10][CH2:11][N:12]([CH2:33][CH2:32][CH2:31][C:30]([O:29][C:25]([CH3:28])([CH3:27])[CH3:26])=[O:35])[CH2:13][CH2:14]3. (2) Given the reactants [Cl:1][C:2]1[C:11]2[C:6](=[CH:7][CH:8]=[CH:9][CH:10]=2)[CH:5]=[C:4]([C:12]2[CH:17]=[CH:16][C:15]([O:18][CH3:19])=[CH:14][CH:13]=2)[N:3]=1.[ClH:20].[CH:21]1([N:24]2[CH2:29][CH2:28][NH:27][CH2:26][CH2:25]2)[CH2:23][CH2:22]1.C(=O)([O-])[O-].[K+].[K+], predict the reaction product. The product is: [ClH:1].[ClH:20].[CH:21]1([N:24]2[CH2:29][CH2:28][N:27]([C:2]3[C:11]4[C:6](=[CH:7][CH:8]=[CH:9][CH:10]=4)[CH:5]=[C:4]([C:12]4[CH:17]=[CH:16][C:15]([O:18][CH3:19])=[CH:14][CH:13]=4)[N:3]=3)[CH2:26][CH2:25]2)[CH2:23][CH2:22]1. (3) Given the reactants C(OC(N[O:9][CH2:10][C:11]1[CH:12]=[C:13]([CH:24]=[CH:25][CH:26]=1)[C:14]([O:16][N:17]1C(=O)CCC1=O)=O)=O)(C)(C)C.C(OC(=O)[NH:33][C@H:34]([C:40](=[O:42])[NH2:41])[CH2:35][CH2:36][CH2:37][CH2:38][NH2:39])(C)(C)C.C(N(C(C)C)C(C)C)C, predict the reaction product. The product is: [NH2:33][C@H:34]([C:40](=[O:42])[NH2:41])[CH2:35][CH2:36][CH2:37][CH2:38][NH:39][C:10](=[O:9])[C:11]1[CH:26]=[CH:25][CH:24]=[C:13]([CH2:14][O:16][NH2:17])[CH:12]=1.